Dataset: Peptide-MHC class I binding affinity with 185,985 pairs from IEDB/IMGT. Task: Regression. Given a peptide amino acid sequence and an MHC pseudo amino acid sequence, predict their binding affinity value. This is MHC class I binding data. (1) The peptide sequence is ALMEITSRY. The MHC is HLA-B58:01 with pseudo-sequence HLA-B58:01. The binding affinity (normalized) is 0.0847. (2) The peptide sequence is APHGVVFLHV. The MHC is HLA-B51:01 with pseudo-sequence HLA-B51:01. The binding affinity (normalized) is 0.172. (3) The peptide sequence is ALQNAASIAGL. The MHC is HLA-A02:01 with pseudo-sequence HLA-A02:01. The binding affinity (normalized) is 0.420.